Dataset: Forward reaction prediction with 1.9M reactions from USPTO patents (1976-2016). Task: Predict the product of the given reaction. (1) Given the reactants Br[C:2]1[N:7]=[CH:6][CH:5]=[CH:4][N:3]=1.[CH:8]1([C:11]2[N:15]([CH3:16])[C:14]3[C:17]([C:28]([C:30]4[CH:35]=[CH:34][CH:33]=[CH:32][N:31]=4)=[O:29])=[CH:18][C:19]([C:21]4[C:22]([CH3:27])=[N:23][O:24][C:25]=4[CH3:26])=[CH:20][C:13]=3[N:12]=2)[CH2:10][CH2:9]1, predict the reaction product. The product is: [CH:8]1([C:11]2[N:15]([CH3:16])[C:14]3[C:17]([C:28]([C:30]4[CH:35]=[CH:34][CH:33]=[CH:32][N:31]=4)([C:2]4[N:7]=[CH:6][CH:5]=[CH:4][N:3]=4)[OH:29])=[CH:18][C:19]([C:21]4[C:22]([CH3:27])=[N:23][O:24][C:25]=4[CH3:26])=[CH:20][C:13]=3[N:12]=2)[CH2:10][CH2:9]1. (2) Given the reactants [C:1]([C:5]1[CH:6]=[C:7]([C:16]2[CH:17]=[C:18]([C:26]3[CH:31]=[CH:30][C:29]([C:32]([O:34]CC)=[O:33])=[CH:28][CH:27]=3)[CH:19]=[CH:20][C:21]=2[CH2:22][CH2:23][CH2:24][OH:25])[CH:8]=[CH:9][C:10]=1[N:11]([CH2:14][CH3:15])[CH2:12][CH3:13])([CH3:4])([CH3:3])[CH3:2].[OH-].[Na+], predict the reaction product. The product is: [C:1]([C:5]1[CH:6]=[C:7]([C:16]2[CH:17]=[C:18]([C:26]3[CH:31]=[CH:30][C:29]([C:32]([OH:34])=[O:33])=[CH:28][CH:27]=3)[CH:19]=[CH:20][C:21]=2[CH2:22][CH2:23][CH2:24][OH:25])[CH:8]=[CH:9][C:10]=1[N:11]([CH2:12][CH3:13])[CH2:14][CH3:15])([CH3:3])([CH3:4])[CH3:2]. (3) Given the reactants C(=O)([O-])[O-].[K+].[K+].[C:7]([O:11][C:12]([N:14]1[CH2:19][CH2:18][CH2:17][CH:16]([CH2:20][NH2:21])[CH2:15]1)=[O:13])([CH3:10])([CH3:9])[CH3:8].[F:22][C:23]1[CH:24]=[C:25]([C:29]2[N:34]=[CH:33][C:32]([C:35](Cl)=[O:36])=[CH:31][N:30]=2)[CH:26]=[CH:27][CH:28]=1, predict the reaction product. The product is: [C:7]([O:11][C:12]([N:14]1[CH2:19][CH2:18][CH2:17][CH:16]([CH2:20][NH:21][C:35]([C:32]2[CH:33]=[N:34][C:29]([C:25]3[CH:26]=[CH:27][CH:28]=[C:23]([F:22])[CH:24]=3)=[N:30][CH:31]=2)=[O:36])[CH2:15]1)=[O:13])([CH3:10])([CH3:9])[CH3:8]. (4) Given the reactants [Cl:1][C:2]1[C:3]([F:15])=[C:4]([C:8]2([O:13][CH3:14])[CH2:12][CH2:11][NH:10][CH2:9]2)[CH:5]=[CH:6][CH:7]=1.I[CH2:17][CH3:18].C(N(CC)CC)C, predict the reaction product. The product is: [Cl:1][C:2]1[C:3]([F:15])=[C:4]([C:8]2([O:13][CH3:14])[CH2:12][CH2:11][N:10]([CH2:17][CH3:18])[CH2:9]2)[CH:5]=[CH:6][CH:7]=1.